This data is from Forward reaction prediction with 1.9M reactions from USPTO patents (1976-2016). The task is: Predict the product of the given reaction. (1) Given the reactants [CH:1]1([CH:4]([C:18]2[CH:23]=[CH:22][CH:21]=[CH:20][N:19]=2)[NH:5][C:6]([C:8]2[CH:9]=[C:10]3[C:14](=[CH:15][CH:16]=2)[NH:13][N:12]=[C:11]3I)=[O:7])[CH2:3][CH2:2]1.CC1(C)C(C)(C)OB([C:32]2[CH:37]=[CH:36][C:35]([N:38]3[CH2:43][CH2:42][CH:41]([C:44]([OH:47])([CH3:46])[CH3:45])[CH2:40][CH2:39]3)=[CH:34][CH:33]=2)O1, predict the reaction product. The product is: [CH:1]1([CH:4]([C:18]2[CH:23]=[CH:22][CH:21]=[CH:20][N:19]=2)[NH:5][C:6]([C:8]2[CH:9]=[C:10]3[C:14](=[CH:15][CH:16]=2)[NH:13][N:12]=[C:11]3[C:32]2[CH:33]=[CH:34][C:35]([N:38]3[CH2:39][CH2:40][CH:41]([C:44]([OH:47])([CH3:45])[CH3:46])[CH2:42][CH2:43]3)=[CH:36][CH:37]=2)=[O:7])[CH2:3][CH2:2]1. (2) Given the reactants [CH3:1][O:2][C:3]1[CH:8]=[CH:7][C:6]([C:9]2[C:10]3[N:11]([N:15]=[C:16]([NH:18][C:19]4[CH:20]=[N:21][N:22]([CH2:24][C@H:25](O)[CH3:26])[CH:23]=4)[N:17]=3)[CH:12]=[CH:13][CH:14]=2)=[CH:5][CH:4]=1.[O:28]1CCC(N2C=C(N)C=N2)[CH2:30][CH2:29]1, predict the reaction product. The product is: [CH3:1][O:2][C:3]1[CH:4]=[CH:5][C:6]([C:9]2[C:10]3[N:11]([N:15]=[C:16]([NH:18][C:19]4[CH:20]=[N:21][N:22]([CH:24]5[CH2:25][CH2:26][O:28][CH2:29][CH2:30]5)[CH:23]=4)[N:17]=3)[CH:12]=[CH:13][CH:14]=2)=[CH:7][CH:8]=1. (3) Given the reactants [CH3:1][N:2]([CH3:20])[N:3]1[C:15]2[C:14]3[CH:13]=[CH:12][CH:11]=[CH:10][C:9]=3[N:8]=[CH:7][C:6]=2[N:5]=[C:4]1[CH2:16][O:17][CH2:18][CH3:19].C1C=C(Cl)C=C(C(OO)=O)C=1.[NH4+:32].[OH-], predict the reaction product. The product is: [CH3:1][N:2]([CH3:20])[N:3]1[C:15]2[C:14]3[CH:13]=[CH:12][CH:11]=[CH:10][C:9]=3[N:8]=[C:7]([NH2:32])[C:6]=2[N:5]=[C:4]1[CH2:16][O:17][CH2:18][CH3:19]. (4) Given the reactants [NH2:1][C:2]1[CH:3]=[C:4]([CH:21]=[CH:22][CH:23]=1)[O:5][C:6]1[CH:7]=[CH:8][C:9]2[N:10]([CH:12]=[C:13]([NH:15][C:16]([CH:18]3[CH2:20][CH2:19]3)=[O:17])[N:14]=2)[N:11]=1.[CH2:24]([S:26]([C:29]1[S:33][C:32]([C:34](O)=[O:35])=[CH:31][CH:30]=1)(=[O:28])=[O:27])[CH3:25].Cl.CN(C)CCCN=C=NCC.ON1C2C=CC=CC=2N=N1, predict the reaction product. The product is: [CH:18]1([C:16]([NH:15][C:13]2[N:14]=[C:9]3[CH:8]=[CH:7][C:6]([O:5][C:4]4[CH:3]=[C:2]([NH:1][C:34]([C:32]5[S:33][C:29]([S:26]([CH2:24][CH3:25])(=[O:28])=[O:27])=[CH:30][CH:31]=5)=[O:35])[CH:23]=[CH:22][CH:21]=4)=[N:11][N:10]3[CH:12]=2)=[O:17])[CH2:20][CH2:19]1. (5) Given the reactants [ClH:1].[Cl:2][C:3]1[N:7]2[CH2:8][CH2:9][N:10]([CH3:24])[C:11]3([CH2:16][CH2:15][N:14](C(OC(C)(C)C)=O)[CH2:13][CH2:12]3)[C:6]2=[CH:5][CH:4]=1, predict the reaction product. The product is: [ClH:2].[ClH:1].[Cl:2][C:3]1[N:7]2[CH2:8][CH2:9][N:10]([CH3:24])[C:11]3([CH2:16][CH2:15][NH:14][CH2:13][CH2:12]3)[C:6]2=[CH:5][CH:4]=1. (6) The product is: [C:1]([C:5]1[CH:10]=[CH:9][CH:8]=[CH:7][C:6]=1[N:11]1[CH2:16][CH2:15][N:14]([C:17]([C:19]2[CH:23]=[C:22]([O:24][CH2:25][C:26]([OH:28])=[O:27])[N:21]([CH3:30])[N:20]=2)=[O:18])[CH2:13][CH2:12]1)([CH3:4])([CH3:2])[CH3:3]. Given the reactants [C:1]([C:5]1[CH:10]=[CH:9][CH:8]=[CH:7][C:6]=1[N:11]1[CH2:16][CH2:15][N:14]([C:17]([C:19]2[CH:23]=[C:22]([O:24][CH2:25][C:26]([O:28]C)=[O:27])[N:21]([CH3:30])[N:20]=2)=[O:18])[CH2:13][CH2:12]1)([CH3:4])([CH3:3])[CH3:2].[OH-].[Na+], predict the reaction product. (7) Given the reactants [O:1]([C:8]1[CH:21]=[CH:20][C:11]([O:12][C:13]2[CH:14]=[C:15](O)[CH:16]=[CH:17][CH:18]=2)=[CH:10][CH:9]=1)[C:2]1[CH:7]=[CH:6][CH:5]=[CH:4][CH:3]=1.C1C[O:25][CH2:24][CH2:23]1.[OH-].[Na+].BrC1C=CC(CCOCC2C=CC=CC=2)=CC=1, predict the reaction product. The product is: [O:1]([C:8]1[CH:21]=[CH:20][C:11]([O:12][C:13]2[CH:14]=[CH:15][C:16]([CH2:23][CH2:24][OH:25])=[CH:17][CH:18]=2)=[CH:10][CH:9]=1)[C:2]1[CH:7]=[CH:6][CH:5]=[CH:4][CH:3]=1. (8) Given the reactants Cl[C:2]1[C:7]2[N:8]=[C:9]([CH3:11])[S:10][C:6]=2[C:5](I)=[CH:4][N:3]=1.[N:13]1[CH:18]=[C:17](B(O)O)[CH:16]=[N:15][CH:14]=1.[NH2:22][C:23]1[N:24]=[C:25]([CH3:28])[S:26][CH:27]=1, predict the reaction product. The product is: [CH3:11][C:9]1[S:10][C:6]2[C:5]([C:17]3[CH:18]=[N:13][CH:14]=[N:15][CH:16]=3)=[CH:4][N:3]=[C:2]([NH:22][C:23]3[N:24]=[C:25]([CH3:28])[S:26][CH:27]=3)[C:7]=2[N:8]=1.